From a dataset of Reaction yield outcomes from USPTO patents with 853,638 reactions. Predict the reaction yield, written as a fraction of the theoretical maximum amount of product (1.0 means a 100% yield; for example, 0.34 means a 34% yield). (1) The reactants are [CH3:1][C:2]1[C:3]([OH:18])=[CH:4][N:5]2[C:10]=1[C:9](OC1C=CC=CC=1)=[N:8][CH:7]=[N:6]2.C1COCC1.[CH3:24][SH:25].[Na]. The catalyst is O. The product is [CH3:1][C:2]1[C:3]([OH:18])=[CH:4][N:5]2[C:10]=1[C:9]([S:25][CH3:24])=[N:8][CH:7]=[N:6]2. The yield is 0.670. (2) The reactants are [Br:1][CH2:2][C:3](Br)=[O:4].O[NH:7][C:8]([C:10]1[CH:18]=[CH:17][C:13]2[O:14][CH2:15][O:16][C:12]=2[CH:11]=1)=[NH:9].C([O-])([O-])=O.[K+].[K+]. The catalyst is O. The product is [O:14]1[C:13]2[CH:17]=[CH:18][C:10]([C:8]3[N:7]=[C:3]([CH2:2][Br:1])[O:4][N:9]=3)=[CH:11][C:12]=2[O:16][CH2:15]1. The yield is 0.310.